From a dataset of Forward reaction prediction with 1.9M reactions from USPTO patents (1976-2016). Predict the product of the given reaction. The product is: [CH3:51][C@H:43]1[CH2:42][NH:41][C:40]2[C:45](=[CH:46][CH:47]=[C:38]([C:36]3[CH:35]=[N:34][N:33]([CH:30]4[CH2:32][O:14][CH2:31]4)[CH:37]=3)[CH:39]=2)[N:44]1[C:48](=[O:50])[CH3:49]. Given the reactants BrC1C=C2C(=CC=1)N(C(=[O:14])C)[C@@H](C)CN2.CC1(C)C(C)(C)OB(N2C=CC=N2)O1.[CH:30]1([N:33]2[CH:37]=[C:36]([C:38]3[CH:39]=[C:40]4[C:45](=[CH:46][CH:47]=3)[N:44]([C:48](=[O:50])[CH3:49])[C@@H:43]([CH3:51])[CH2:42][NH:41]4)[CH:35]=[N:34]2)[CH2:32][CH2:31]1, predict the reaction product.